Dataset: NCI-60 drug combinations with 297,098 pairs across 59 cell lines. Task: Regression. Given two drug SMILES strings and cell line genomic features, predict the synergy score measuring deviation from expected non-interaction effect. (1) Drug 1: C1=CN(C(=O)N=C1N)C2C(C(C(O2)CO)O)O.Cl. Drug 2: CC1=C(C(=O)C2=C(C1=O)N3CC4C(C3(C2COC(=O)N)OC)N4)N. Cell line: PC-3. Synergy scores: CSS=18.6, Synergy_ZIP=-7.25, Synergy_Bliss=-3.56, Synergy_Loewe=-2.22, Synergy_HSA=1.02. (2) Drug 1: CC(CN1CC(=O)NC(=O)C1)N2CC(=O)NC(=O)C2. Drug 2: C1=CC(=CC=C1CCCC(=O)O)N(CCCl)CCCl. Cell line: HS 578T. Synergy scores: CSS=24.3, Synergy_ZIP=3.43, Synergy_Bliss=5.89, Synergy_Loewe=5.93, Synergy_HSA=8.33. (3) Drug 1: CNC(=O)C1=CC=CC=C1SC2=CC3=C(C=C2)C(=NN3)C=CC4=CC=CC=N4. Drug 2: CC1=CC=C(C=C1)C2=CC(=NN2C3=CC=C(C=C3)S(=O)(=O)N)C(F)(F)F. Cell line: KM12. Synergy scores: CSS=19.4, Synergy_ZIP=-6.13, Synergy_Bliss=-3.98, Synergy_Loewe=-1.39, Synergy_HSA=-1.09. (4) Drug 1: CC=C1C(=O)NC(C(=O)OC2CC(=O)NC(C(=O)NC(CSSCCC=C2)C(=O)N1)C(C)C)C(C)C. Drug 2: CCC1=C2CN3C(=CC4=C(C3=O)COC(=O)C4(CC)O)C2=NC5=C1C=C(C=C5)O. Cell line: DU-145. Synergy scores: CSS=75.2, Synergy_ZIP=2.25, Synergy_Bliss=1.67, Synergy_Loewe=0.293, Synergy_HSA=2.16. (5) Drug 1: C1CC(=O)NC(=O)C1N2CC3=C(C2=O)C=CC=C3N. Drug 2: C1CC(=O)NC(=O)C1N2C(=O)C3=CC=CC=C3C2=O. Cell line: SK-OV-3. Synergy scores: CSS=5.43, Synergy_ZIP=-2.03, Synergy_Bliss=-0.725, Synergy_Loewe=-0.0706, Synergy_HSA=0.242. (6) Drug 1: C1CC(=O)NC(=O)C1N2CC3=C(C2=O)C=CC=C3N. Drug 2: C1CN1P(=S)(N2CC2)N3CC3. Cell line: HS 578T. Synergy scores: CSS=13.9, Synergy_ZIP=-0.267, Synergy_Bliss=3.19, Synergy_Loewe=-4.48, Synergy_HSA=2.38. (7) Cell line: NCI/ADR-RES. Drug 1: C1CC(=O)NC(=O)C1N2CC3=C(C2=O)C=CC=C3N. Drug 2: CC1=C(C(=O)C2=C(C1=O)N3CC4C(C3(C2COC(=O)N)OC)N4)N. Synergy scores: CSS=14.2, Synergy_ZIP=-0.957, Synergy_Bliss=4.03, Synergy_Loewe=-1.90, Synergy_HSA=2.78. (8) Drug 1: C1=CC(=CC=C1CC(C(=O)O)N)N(CCCl)CCCl.Cl. Drug 2: C1CC(=O)NC(=O)C1N2C(=O)C3=CC=CC=C3C2=O. Cell line: MOLT-4. Synergy scores: CSS=42.7, Synergy_ZIP=2.49, Synergy_Bliss=4.20, Synergy_Loewe=-29.5, Synergy_HSA=2.02.